This data is from Reaction yield outcomes from USPTO patents with 853,638 reactions. The task is: Predict the reaction yield, written as a fraction of the theoretical maximum amount of product (1.0 means a 100% yield; for example, 0.34 means a 34% yield). (1) The reactants are C(C1C=C[S:6]C=1)(=O)C.[S:9]1[CH:13]=[CH:12][C:11]([C:14]([CH2:16][C:17]#[N:18])=[O:15])=[CH:10]1.[CH2:19]([N:26]1[CH2:31][CH2:30][C:29](=O)[CH2:28][CH2:27]1)[C:20]1[CH:25]=[CH:24][CH:23]=[CH:22][CH:21]=1.N1CCOCC1.[S]. No catalyst specified. The product is [NH2:18][C:17]1[S:6][C:28]2[CH2:27][N:26]([CH2:19][C:20]3[CH:25]=[CH:24][CH:23]=[CH:22][CH:21]=3)[CH2:31][CH2:30][C:29]=2[C:16]=1[C:14]([C:11]1[CH:12]=[CH:13][S:9][CH:10]=1)=[O:15]. The yield is 0.680. (2) The reactants are [Br:1][C:2]1[C:3](F)=[C:4]2[C:10]([NH:11][C:12](=[O:21])[C:13]3[CH:18]=[CH:17][CH:16]=[C:15]([O:19][CH3:20])[CH:14]=3)=[CH:9][NH:8][C:5]2=[N:6][CH:7]=1.[NH:23]1[CH2:28][CH2:27][CH2:26][C@@H:25]([NH:29][C:30](=[O:36])[O:31][C:32]([CH3:35])([CH3:34])[CH3:33])[CH2:24]1.CC#N.O. The catalyst is CCCCO. The product is [Br:1][C:2]1[C:3]([N:23]2[CH2:28][CH2:27][CH2:26][C@@H:25]([NH:29][C:30](=[O:36])[O:31][C:32]([CH3:34])([CH3:33])[CH3:35])[CH2:24]2)=[C:4]2[C:10]([NH:11][C:12](=[O:21])[C:13]3[CH:18]=[CH:17][CH:16]=[C:15]([O:19][CH3:20])[CH:14]=3)=[CH:9][NH:8][C:5]2=[N:6][CH:7]=1. The yield is 0.740. (3) The reactants are [NH2:1][C:2]1[CH:10]=[CH:9][CH:8]=[C:7]2[C:3]=1[C:4](=[O:20])[N:5]([CH:12]1[CH2:17][CH2:16][C:15](=[O:18])[NH:14][C:13]1=[O:19])[C:6]2=[O:11].[CH3:21][C:22]1[CH:30]=[CH:29][C:25]([C:26](Cl)=[O:27])=[CH:24][CH:23]=1.CO. The catalyst is C1COCC1. The product is [O:19]=[C:13]1[CH:12]([N:5]2[C:4](=[O:20])[C:3]3[C:7](=[CH:8][CH:9]=[CH:10][C:2]=3[NH:1][C:26](=[O:27])[C:25]3[CH:29]=[CH:30][C:22]([CH3:21])=[CH:23][CH:24]=3)[C:6]2=[O:11])[CH2:17][CH2:16][C:15](=[O:18])[NH:14]1. The yield is 0.830. (4) The reactants are [H-].[Na+].[C:3]([O:7][C:8]([N:10]1[CH2:15][CH2:14][CH:13]([OH:16])[CH2:12][CH2:11]1)=[O:9])([CH3:6])([CH3:5])[CH3:4].[Br:17][C:18]1[CH:19]=[C:20]([CH:23]=[CH:24][CH:25]=1)[CH2:21]Br. The catalyst is O1CCCC1. The product is [Br:17][C:18]1[CH:19]=[C:20]([CH:23]=[CH:24][CH:25]=1)[CH2:21][O:16][CH:13]1[CH2:14][CH2:15][N:10]([C:8]([O:7][C:3]([CH3:6])([CH3:4])[CH3:5])=[O:9])[CH2:11][CH2:12]1. The yield is 0.610. (5) The reactants are C1(C)C=CC=CC=1[NH:7][N:8]=[C:9]([C:12]#[N:13])[C:10]#[N:11].N[C:16]1[CH:21]=[CH:20][C:19]([CH3:22])=[CH:18][CH:17]=1.C(#N)CC#N.O.[NH2:29][NH2:30]. No catalyst specified. The product is [C:19]1([CH3:22])[CH:20]=[CH:21][CH:16]=[CH:17][C:18]=1[NH:7][N:8]=[C:9]1[C:10]([NH2:11])=[N:30][N:29]=[C:12]1[NH2:13]. The yield is 0.400. (6) The reactants are [C:1]([O:5][C:6]([NH:8][CH2:9][C:10]([OH:12])=[O:11])=[O:7])([CH3:4])([CH3:3])[CH3:2].O[CH2:14][CH2:15][O:16][C:17]1[CH:18]=[CH:19][C:20]([N:23]2[CH:27]=[CH:26][C:25]([C@H:28]([C:30]3[CH:39]=[CH:38][C:33]4[NH:34][C:35](=[O:37])[S:36][C:32]=4[CH:31]=3)[CH3:29])=[N:24]2)=[N:21][CH:22]=1.Cl.CN(C)CCCN=C=NCC.O. The catalyst is ClCCl.CN(C1C=CN=CC=1)C.[Cl-].[Na+].O. The product is [C:1]([O:5][C:6]([NH:8][CH2:9][C:10]([O:12][CH2:14][CH2:15][O:16][C:17]1[CH:22]=[N:21][C:20]([N:23]2[CH:27]=[CH:26][C:25]([C@H:28]([C:30]3[CH:39]=[CH:38][C:33]4[NH:34][C:35](=[O:37])[S:36][C:32]=4[CH:31]=3)[CH3:29])=[N:24]2)=[CH:19][CH:18]=1)=[O:11])=[O:7])([CH3:4])([CH3:2])[CH3:3]. The yield is 0.780. (7) The reactants are CC([N:5]([C@@H:9]([CH2:22][C:23]1[CH:24]=[N:25][CH:26]=[CH:27][CH:28]=1)[CH2:10][N:11]1[C:19](=[O:20])[C:18]2[C:13](=[CH:14][CH:15]=[CH:16][CH:17]=2)[C:12]1=[O:21])C(=O)[O-])(C)C.Cl. The catalyst is C(Cl)Cl.O1CCOCC1. The product is [NH2:5][C@@H:9]([CH2:22][C:23]1[CH:24]=[N:25][CH:26]=[CH:27][CH:28]=1)[CH2:10][N:11]1[C:12](=[O:21])[C:13]2[C:18](=[CH:17][CH:16]=[CH:15][CH:14]=2)[C:19]1=[O:20]. The yield is 0.680.